This data is from Retrosynthesis with 50K atom-mapped reactions and 10 reaction types from USPTO. The task is: Predict the reactants needed to synthesize the given product. (1) Given the product Cc1ccoc1C(=O)Nc1cccc(C#Cc2cncc(C(=O)N=S(C)(=O)c3ccc(CCC(=O)N4CCOCC4)cc3)c2)c1, predict the reactants needed to synthesize it. The reactants are: C1COCCN1.Cc1ccoc1C(=O)Nc1cccc(C#Cc2cncc(C(=O)N=S(C)(=O)c3ccc(CCC(=O)O)cc3)c2)c1. (2) Given the product CON(C)C(=O)c1ncc(Cl)cc1NS(=O)(=O)c1ccc(Cl)c(C(F)(F)F)c1, predict the reactants needed to synthesize it. The reactants are: CNOC.O=C(O)c1ncc(Cl)cc1NS(=O)(=O)c1ccc(Cl)c(C(F)(F)F)c1.